Dataset: Forward reaction prediction with 1.9M reactions from USPTO patents (1976-2016). Task: Predict the product of the given reaction. (1) Given the reactants [CH2:1]([NH2:4])[CH2:2][NH2:3].[NH2:5][C:6]1[N:7]=[C:8]([C:19]2[CH:24]=[CH:23][C:22]([CH3:25])=[CH:21][C:20]=2[CH3:26])[C:9]2[CH:14]=[C:13]([C:15](NO)=N)[S:12][C:10]=2[N:11]=1, predict the reaction product. The product is: [NH:3]1[CH2:2][CH2:1][N:4]=[C:15]1[C:13]1[S:12][C:10]2[N:11]=[C:6]([NH2:5])[N:7]=[C:8]([C:19]3[CH:24]=[CH:23][C:22]([CH3:25])=[CH:21][C:20]=3[CH3:26])[C:9]=2[CH:14]=1. (2) Given the reactants [Cl:1][C:2]1[C:3]([F:25])=[C:4]([NH:9][C:10]2[C:19]3[C:14](=[CH:15][C:16]([O:23][CH3:24])=[C:17]([N+:20]([O-])=O)[CH:18]=3)[N:13]=[CH:12][N:11]=2)[CH:5]=[CH:6][C:7]=1[F:8], predict the reaction product. The product is: [Cl:1][C:2]1[C:3]([F:25])=[C:4]([NH:9][C:10]2[C:19]3[C:14](=[CH:15][C:16]([O:23][CH3:24])=[C:17]([NH2:20])[CH:18]=3)[N:13]=[CH:12][N:11]=2)[CH:5]=[CH:6][C:7]=1[F:8]. (3) Given the reactants [F:1][C:2]1[CH:3]=[C:4]([CH:20]=[C:21]([F:23])[CH:22]=1)[O:5][C:6]1[C:11]2[CH2:12][C:13]([CH3:16])([CH3:15])[O:14][C:10]=2[CH:9]=[C:8]([C:17]([OH:19])=O)[CH:7]=1.CCN=C=NCCCN(C)C.Cl.C1C=CC2N(O)N=NC=2C=1.CN1CCOCC1.[CH3:53][N:54]1[CH:58]=[CH:57][C:56]([NH2:59])=[N:55]1, predict the reaction product. The product is: [CH3:53][N:54]1[CH:58]=[CH:57][C:56]([NH:59][C:17]([C:8]2[CH:7]=[C:6]([O:5][C:4]3[CH:20]=[C:21]([F:23])[CH:22]=[C:2]([F:1])[CH:3]=3)[C:11]3[CH2:12][C:13]([CH3:15])([CH3:16])[O:14][C:10]=3[CH:9]=2)=[O:19])=[N:55]1. (4) Given the reactants [N:1]1([C:7]2[N:12]=[C:11]([O:13][CH:14]3[CH2:19][CH2:18][O:17][CH2:16][CH2:15]3)[N:10]=[C:9]([C:20]3[CH:26]=[CH:25][C:23]([NH2:24])=[CH:22][CH:21]=3)[N:8]=2)[CH2:6][CH2:5][O:4][CH2:3][CH2:2]1.[CH3:27][N:28]([C:30]1[CH:35]=[CH:34][C:33]([N:36]=[C:37]=[O:38])=[CH:32][CH:31]=1)[CH3:29], predict the reaction product. The product is: [CH3:27][N:28]([CH3:29])[C:30]1[CH:35]=[CH:34][C:33]([NH:36][C:37]([NH:24][C:23]2[CH:25]=[CH:26][C:20]([C:9]3[N:8]=[C:7]([N:1]4[CH2:2][CH2:3][O:4][CH2:5][CH2:6]4)[N:12]=[C:11]([O:13][CH:14]4[CH2:15][CH2:16][O:17][CH2:18][CH2:19]4)[N:10]=3)=[CH:21][CH:22]=2)=[O:38])=[CH:32][CH:31]=1. (5) Given the reactants [Cl:1][C:2]1[C:16]([Cl:17])=[CH:15][C:5]2[NH:6][C:7]([C:9](=[O:14])[C:10]([F:13])([F:12])[F:11])=[N:8][C:4]=2[CH:3]=1.Cl[CH2:19][CH2:20][OH:21].[C:22](=O)([O-])[O-].[K+].[K+], predict the reaction product. The product is: [Cl:17][C:16]1[C:2]([Cl:1])=[CH:3][C:4]2[NH:8][C:7]([C:9]3([C:10]([F:13])([F:11])[F:12])[O:21][CH2:20][CH2:19][CH2:22][O:14]3)=[N:6][C:5]=2[CH:15]=1. (6) The product is: [CH2:1]([O:3][CH:4]([O:7][CH2:8][CH3:9])[CH2:5][NH:6][CH2:18][CH2:17][CH2:16][C:10]1[CH:15]=[CH:14][CH:13]=[CH:12][CH:11]=1)[CH3:2]. Given the reactants [CH2:1]([O:3][CH:4]([O:7][CH2:8][CH3:9])[CH2:5][NH2:6])[CH3:2].[C:10]1([CH2:16][CH2:17][CH2:18]Br)[CH:15]=[CH:14][CH:13]=[CH:12][CH:11]=1, predict the reaction product.